This data is from Catalyst prediction with 721,799 reactions and 888 catalyst types from USPTO. The task is: Predict which catalyst facilitates the given reaction. (1) Reactant: [CH3:1][O:2][C:3]1[N:8]=[CH:7][C:6]([CH:9](O)[CH3:10])=[CH:5][CH:4]=1.C(N(CC)CC)C.CS(Cl)(=O)=O. Product: [CH3:1][O:2][C:3]1[CH:4]=[CH:5][C:6]([CH:9]=[CH2:10])=[CH:7][N:8]=1. The catalyst class is: 1. (2) Reactant: [CH2:1]([C:8]1[CH:25]=[CH:24][C:23]([N+:26]([O-:28])=[O:27])=[CH:22][C:9]=1[C:10]([NH:12][C@@H:13]([CH2:18][CH2:19][S:20][CH3:21])[C:14]([O:16]C)=[O:15])=[O:11])[C:2]1[CH:7]=[CH:6][CH:5]=[CH:4][CH:3]=1.[OH-].[Na+]. Product: [CH2:1]([C:8]1[CH:25]=[CH:24][C:23]([N+:26]([O-:28])=[O:27])=[CH:22][C:9]=1[C:10]([NH:12][C@@H:13]([CH2:18][CH2:19][S:20][CH3:21])[C:14]([OH:16])=[O:15])=[O:11])[C:2]1[CH:3]=[CH:4][CH:5]=[CH:6][CH:7]=1. The catalyst class is: 5. (3) Reactant: [NH:1]1[CH:5]=[CH:4][CH:3]=[N:2]1.[H-].[Na+].[C:8]([C:12]1[CH:17]=[CH:16][C:15]([NH:18][C:19](=[O:27])[C:20]2[CH:25]=[CH:24][C:23](Cl)=[N:22][CH:21]=2)=[CH:14][CH:13]=1)([CH3:11])([CH3:10])[CH3:9]. Product: [C:8]([C:12]1[CH:13]=[CH:14][C:15]([NH:18][C:19](=[O:27])[C:20]2[CH:25]=[CH:24][C:23]([N:1]3[CH:5]=[CH:4][CH:3]=[N:2]3)=[N:22][CH:21]=2)=[CH:16][CH:17]=1)([CH3:11])([CH3:9])[CH3:10]. The catalyst class is: 3. (4) Reactant: [CH3:1][Si:2]([C:5]#[C:6][C@@H:7]1[N:11](C(OC)=O)[C@H:10]([C:16]([O:18][CH3:19])=[O:17])[CH2:9][CH2:8]1)([CH3:4])[CH3:3].I[Si](C)(C)C. Product: [CH3:1][Si:2]([C:5]#[C:6][C@@H:7]1[NH:11][C@H:10]([C:16]([O:18][CH3:19])=[O:17])[CH2:9][CH2:8]1)([CH3:3])[CH3:4]. The catalyst class is: 22.